The task is: Predict which catalyst facilitates the given reaction.. This data is from Catalyst prediction with 721,799 reactions and 888 catalyst types from USPTO. Reactant: [C:1]([C:3]1[CH:8]=[CH:7][C:6]([C@@H:9]2[C:14]([C:15]#[N:16])=[C:13]([CH3:17])[N:12]([C:18]3[CH:23]=[CH:22][CH:21]=[C:20]([C:24]([F:27])([F:26])[F:25])[CH:19]=3)[C:11](=[O:28])[NH:10]2)=[C:5]([S:29]([CH3:32])(=[O:31])=[O:30])[CH:4]=1)#[N:2].[H-].[Na+].[C:35]1([CH3:45])[CH:40]=[CH:39][C:38]([S:41](Cl)(=[O:43])=[O:42])=[CH:37][CH:36]=1. Product: [C:1]([C:3]1[CH:8]=[CH:7][C:6]([C@@H:9]2[C:14]([C:15]#[N:16])=[C:13]([CH3:17])[N:12]([C:18]3[CH:23]=[CH:22][CH:21]=[C:20]([C:24]([F:27])([F:26])[F:25])[CH:19]=3)[C:11](=[O:28])[N:10]2[S:41]([C:38]2[CH:39]=[CH:40][C:35]([CH3:45])=[CH:36][CH:37]=2)(=[O:43])=[O:42])=[C:5]([S:29]([CH3:32])(=[O:31])=[O:30])[CH:4]=1)#[N:2]. The catalyst class is: 1.